This data is from Forward reaction prediction with 1.9M reactions from USPTO patents (1976-2016). The task is: Predict the product of the given reaction. (1) Given the reactants [OH:1][C:2]1[CH:3]=[C:4]2[C:9](=[O:10])[O:8][C:6](=[O:7])[C:5]2=[CH:11][CH:12]=1.Br[CH2:14][CH2:15][CH2:16][CH2:17][CH2:18][CH2:19][CH2:20][CH2:21][CH2:22][CH2:23][CH2:24][N:25]([CH3:30])[C:26](=[O:29])[CH:27]=[CH2:28].C(=O)([O-])[O-:32].[K+].[K+].O, predict the reaction product. The product is: [C:26]([N:25]([CH3:30])[CH2:24][CH2:23][CH2:22][CH2:21][CH2:20][CH2:19][CH2:18][CH2:17][CH2:16][CH2:15][CH2:14][O:1][C:2]1[CH:3]=[C:4]([C:9]([OH:8])=[O:10])[C:5](=[CH:11][CH:12]=1)[C:6]([OH:32])=[O:7])(=[O:29])[CH:27]=[CH2:28]. (2) Given the reactants C1(S([N:10]2[C:14]3=[N:15][CH:16]=[C:17]([Br:19])[CH:18]=[C:13]3[C:12]([C:20]3[CH:21]=[N:22][N:23]([C:25]([C:38]4[CH:43]=[CH:42][CH:41]=[CH:40][CH:39]=4)([C:32]4[CH:37]=[CH:36][CH:35]=[CH:34][CH:33]=4)[C:26]4[CH:31]=[CH:30][CH:29]=[CH:28][CH:27]=4)[CH:24]=3)=[CH:11]2)(=O)=O)C=CC=CC=1.[H-].[Na+].[CH3:46][Si:47]([CH2:50][CH2:51][O:52][CH2:53]Cl)([CH3:49])[CH3:48].C(OCC)(=O)C, predict the reaction product. The product is: [Br:19][C:17]1[CH:18]=[C:13]2[C:12]([C:20]3[CH:21]=[N:22][N:23]([C:25]([C:32]4[CH:33]=[CH:34][CH:35]=[CH:36][CH:37]=4)([C:38]4[CH:43]=[CH:42][CH:41]=[CH:40][CH:39]=4)[C:26]4[CH:31]=[CH:30][CH:29]=[CH:28][CH:27]=4)[CH:24]=3)=[CH:11][N:10]([CH2:53][O:52][CH2:51][CH2:50][Si:47]([CH3:49])([CH3:48])[CH3:46])[C:14]2=[N:15][CH:16]=1.